This data is from Reaction yield outcomes from USPTO patents with 853,638 reactions. The task is: Predict the reaction yield, written as a fraction of the theoretical maximum amount of product (1.0 means a 100% yield; for example, 0.34 means a 34% yield). (1) The reactants are [CH2:1]([O:4][C:5]1([CH3:45])[CH2:10][CH2:9][N:8]([C:11]2[N:16]3[N:17]=[C:18]([CH2:20][O:21][CH2:22][C:23]4[CH:28]=[CH:27][CH:26]=[CH:25][C:24]=4[CH2:29][CH2:30][CH:31]=[CH2:32])[CH:19]=[C:15]3[N:14]=[C:13]([CH3:33])[C:12]=2[C@H:34]([O:40][C:41]([CH3:44])([CH3:43])[CH3:42])[C:35]([O:37][CH2:38][CH3:39])=[O:36])[CH2:7][CH2:6]1)C=C.[BH4-].[Na+]. The catalyst is C1(C)C=C(C)C=C(C)C=1N1CCN(C2C(C)=CC(C)=CC=2C)C1=[Ru](Cl)(Cl)=CC1C=CC=CC=1OC(C)C. The product is [C:41]([O:40][C@@H:34]([C:12]1[C:13]([CH3:33])=[N:14][C:15]2=[CH:19][C:18]3=[N:17][N:16]2[C:11]=1[N:8]1[CH2:9][CH2:10][C:5]([CH3:45])([O:4][CH2:1][CH2:32][CH2:31][CH2:30][CH2:29][C:24]2[CH:25]=[CH:26][CH:27]=[CH:28][C:23]=2[CH2:22][O:21][CH2:20]3)[CH2:6][CH2:7]1)[C:35]([O:37][CH2:38][CH3:39])=[O:36])([CH3:44])([CH3:42])[CH3:43]. The yield is 0.702. (2) The catalyst is [Pd].C1(P(C2C=CC=CC=2)C2C=CC=CC=2)C=CC=CC=1.C1(P(C2C=CC=CC=2)C2C=CC=CC=2)C=CC=CC=1.C1(P(C2C=CC=CC=2)C2C=CC=CC=2)C=CC=CC=1.C1(P(C2C=CC=CC=2)C2C=CC=CC=2)C=CC=CC=1.COCCOC. The product is [CH3:11][O:10][C:9]1[CH:8]=[CH:7][C:4]([CH:5]=[O:6])=[CH:3][C:2]=1[C:13]1[S:12][CH:16]=[CH:15][CH:14]=1. The yield is 0.910. The reactants are Br[C:2]1[CH:3]=[C:4]([CH:7]=[CH:8][C:9]=1[O:10][CH3:11])[CH:5]=[O:6].[S:12]1[CH:16]=[CH:15][CH:14]=[C:13]1B(O)O.C([O-])([O-])=O.[Na+].[Na+]. (3) The reactants are [CH3:1][O:2][C:3]1[CH:4]=[C:5]([C:11]2([C:17]#[N:18])[CH2:16][CH2:15][CH2:14][CH2:13][CH2:12]2)[CH:6]=[CH:7][C:8]=1[O:9][CH3:10].[H-].[Al+3].[Li+].[H-].[H-].[H-]. The catalyst is CCOCC. The product is [CH3:1][O:2][C:3]1[CH:4]=[C:5]([C:11]2([CH2:17][NH2:18])[CH2:12][CH2:13][CH2:14][CH2:15][CH2:16]2)[CH:6]=[CH:7][C:8]=1[O:9][CH3:10]. The yield is 0.940. (4) The reactants are [CH2:1]([O:8][C:9]1[CH:18]=[CH:17][C:16]([NH2:19])=[C:15]2[C:10]=1[CH:11]=[CH:12][CH:13]=[N:14]2)[C:2]1[CH:7]=[CH:6][CH:5]=[CH:4][CH:3]=1.[N+:20]([C:23]1[CH:28]=[CH:27][CH:26]=[CH:25][C:24]=1[S:29](Cl)(=[O:31])=[O:30])([O-:22])=[O:21]. The catalyst is N1C=CC=CC=1. The product is [CH2:1]([O:8][C:9]1[CH:18]=[CH:17][C:16]([NH:19][S:29]([C:24]2[CH:25]=[CH:26][CH:27]=[CH:28][C:23]=2[N+:20]([O-:22])=[O:21])(=[O:30])=[O:31])=[C:15]2[C:10]=1[CH:11]=[CH:12][CH:13]=[N:14]2)[C:2]1[CH:3]=[CH:4][CH:5]=[CH:6][CH:7]=1. The yield is 0.890. (5) The reactants are [NH2:1][C:2]1[CH:3]=[C:4]2[C:8](=[CH:9][CH:10]=1)[N:7]([CH2:11][C:12]1[CH:17]=[CH:16][C:15]([Cl:18])=[CH:14][CH:13]=1)[C:6]([CH3:19])=[C:5]2[C:20](=[O:32])[C:21]([NH:23][C:24]1[CH:29]=[CH:28][N:27]=[C:26]([O:30][CH3:31])[CH:25]=1)=[O:22].[Cl:33]N1C(=O)CCC1=O. The catalyst is CN(C)C=O.C(OCC)(=O)C. The product is [NH2:1][C:2]1[C:3]([Cl:33])=[C:4]2[C:8](=[CH:9][CH:10]=1)[N:7]([CH2:11][C:12]1[CH:13]=[CH:14][C:15]([Cl:18])=[CH:16][CH:17]=1)[C:6]([CH3:19])=[C:5]2[C:20](=[O:32])[C:21]([NH:23][C:24]1[CH:29]=[CH:28][N:27]=[C:26]([O:30][CH3:31])[CH:25]=1)=[O:22]. The yield is 0.540.